Dataset: Reaction yield outcomes from USPTO patents with 853,638 reactions. Task: Predict the reaction yield, written as a fraction of the theoretical maximum amount of product (1.0 means a 100% yield; for example, 0.34 means a 34% yield). (1) The catalyst is O1CCOCC1. The product is [CH3:1][O:2][CH2:3][CH:4]([N:33]([CH3:42])[CH2:34][C:35]([OH:37])=[O:36])[C:5]1[CH:10]=[CH:9][C:8]([C:11]2[N:15]=[C:14]([C:16]3[CH:21]=[CH:20][C:19]([C:22]4[CH:27]=[CH:26][CH:25]=[CH:24][C:23]=4[CH3:28])=[C:18]([C:29]([F:32])([F:31])[F:30])[CH:17]=3)[O:13][N:12]=2)=[CH:7][CH:6]=1. The yield is 0.750. The reactants are [CH3:1][O:2][CH2:3][CH:4]([N:33]([CH3:42])[CH2:34][C:35]([O:37]C(C)(C)C)=[O:36])[C:5]1[CH:10]=[CH:9][C:8]([C:11]2[N:15]=[C:14]([C:16]3[CH:21]=[CH:20][C:19]([C:22]4[CH:27]=[CH:26][CH:25]=[CH:24][C:23]=4[CH3:28])=[C:18]([C:29]([F:32])([F:31])[F:30])[CH:17]=3)[O:13][N:12]=2)=[CH:7][CH:6]=1.Cl. (2) The reactants are [CH3:1][O:2][C:3]1[C:14]2[CH2:13][CH2:12][CH2:11][C:10]=2[N:9]2[C:5](=[N:6][C:7]([CH:15]=[O:16])=[CH:8]2)[N:4]=1.[Br-].[Mg+2].[Br-].[N+:20]([C:23]1[CH:41]=[CH:40][C:26]([CH2:27][O:28][C:29]([C:31]2[N:32]3[CH:35]([S:36][CH:37]=2)[CH:34]([Br:38])[C:33]3=[O:39])=[O:30])=[CH:25][CH:24]=1)([O-:22])=[O:21].[C:42](OC(=O)C)(=[O:44])[CH3:43]. The catalyst is C(OCC)(=O)C.C(N(CC)CC)C.C1COCC1.C(#N)C. The product is [N+:20]([C:23]1[CH:41]=[CH:40][C:26]([CH2:27][O:28][C:29]([C:31]2[N:32]3[CH:35]([S:36][CH:37]=2)[C:34]([CH:15]([O:16][C:42](=[O:44])[CH3:43])[C:7]2[N:6]=[C:5]4[N:9]([C:10]5[CH2:11][CH2:12][CH2:13][C:14]=5[C:3]([O:2][CH3:1])=[N:4]4)[CH:8]=2)([Br:38])[C:33]3=[O:39])=[O:30])=[CH:25][CH:24]=1)([O-:22])=[O:21]. The yield is 0.930. (3) The yield is 0.870. The catalyst is C1COCC1. The product is [N:17]1[C:9]([C:6]2[CH:7]=[CH:8][C:3]([CH:1]=[C:20]([C:18]#[N:19])[C:21]([NH2:23])=[O:22])=[CH:4][CH:5]=2)=[C:10]2[C:14]([NH:13][CH:12]=[N:11]2)=[N:15][CH:16]=1. The reactants are [CH:1]([C:3]1[CH:8]=[CH:7][C:6]([C:9]2[N:17]=[CH:16][N:15]=[C:14]3[C:10]=2[NH:11][CH:12]=[N:13]3)=[CH:5][CH:4]=1)=O.[C:18]([CH2:20][C:21]([NH2:23])=[O:22])#[N:19].C1C=CC(P(C2C=CC=CC=2)C2C=CC=CC=2)=CC=1. (4) The reactants are Cl.[NH:2]1[CH2:6][CH2:5][CH2:4][C@@H:3]1[CH2:7][O:8][C:9]1[CH:21]=[CH:20][C:12]([O:13][C:14]2[CH:19]=[CH:18][CH:17]=[CH:16][N:15]=2)=[CH:11][CH:10]=1.[OH-].[Na+].[C:24]([O:28]C)(=[O:27])[CH:25]=[CH2:26].Cl. The catalyst is O1CCOCC1.ClCCl. The product is [N:15]1[CH:16]=[CH:17][CH:18]=[CH:19][C:14]=1[O:13][C:12]1[CH:20]=[CH:21][C:9]([O:8][CH2:7][CH:3]2[CH2:4][CH2:5][CH2:6][N:2]2[CH2:26][CH2:25][C:24]([OH:28])=[O:27])=[CH:10][CH:11]=1. The yield is 0.570. (5) The reactants are [CH:1]1([C:4]2[CH:5]=[CH:6][C:7]([N+:26]([O-])=O)=[C:8]([NH:10][CH:11]3[CH2:16][CH2:15][N:14]([C@H:17]4[CH2:22][CH2:21][C@H:20]([O:23][CH2:24][CH3:25])[CH2:19][CH2:18]4)[CH2:13][CH2:12]3)[CH:9]=2)[CH2:3][CH2:2]1.O.NN. The catalyst is C(O)C.[Ni]. The product is [CH:1]1([C:4]2[CH:9]=[C:8]([NH:10][CH:11]3[CH2:12][CH2:13][N:14]([C@H:17]4[CH2:22][CH2:21][C@H:20]([O:23][CH2:24][CH3:25])[CH2:19][CH2:18]4)[CH2:15][CH2:16]3)[C:7]([NH2:26])=[CH:6][CH:5]=2)[CH2:2][CH2:3]1. The yield is 0.900. (6) The product is [CH3:1][C:2]1[C:7]([CH:8]([CH2:13][C:14]2[CH:15]=[CH:16][CH:17]=[CH:18][CH:19]=2)[C:9]([OH:11])=[O:10])=[C:6]([C:20]2[CH:21]=[CH:22][C:23]([CH3:26])=[CH:24][CH:25]=2)[N:5]=[C:4]([N:27]2[CH2:28][CH2:29][CH2:30][CH2:31][CH2:32]2)[N:3]=1. The catalyst is CO. The yield is 0.800. The reactants are [CH3:1][C:2]1[C:7]([CH:8]([CH2:13][C:14]2[CH:19]=[CH:18][CH:17]=[CH:16][CH:15]=2)[C:9]([O:11]C)=[O:10])=[C:6]([C:20]2[CH:25]=[CH:24][C:23]([CH3:26])=[CH:22][CH:21]=2)[N:5]=[C:4]([N:27]2[CH2:32][CH2:31][CH2:30][CH2:29][CH2:28]2)[N:3]=1.[OH-].[Na+].